Dataset: Aqueous solubility values for 9,982 compounds from the AqSolDB database. Task: Regression/Classification. Given a drug SMILES string, predict its absorption, distribution, metabolism, or excretion properties. Task type varies by dataset: regression for continuous measurements (e.g., permeability, clearance, half-life) or binary classification for categorical outcomes (e.g., BBB penetration, CYP inhibition). For this dataset (solubility_aqsoldb), we predict Y. (1) The compound is CC(=O)c1ccc(N)cc1. The Y is -1.61 log mol/L. (2) The compound is NC(=O)Nc1cc(Nc2nc(Cl)nc(Nc3cccc(S(=O)(=O)CCOS(=O)(=O)[O-])c3)n2)ccc1N=Nc1cc2c(S(=O)(=O)[O-])cc(S(=O)(=O)[O-])cc2cc1S(=O)(=O)[O-].[Na+].[Na+].[Na+].[Na+]. The Y is -0.426 log mol/L. (3) The molecule is COC(=O)Cc1ccccc1. The Y is -2.21 log mol/L. (4) The Y is -0.180 log mol/L. The compound is C[Si](C)(O)O[Si](C)(C)O. (5) The molecule is O=[Si]([O-])[O-].[Na+].[Na+]. The Y is 0.236 log mol/L. (6) The drug is NS(=O)(=O)c1cc(C2(O)NC(=O)c3ccccc32)ccc1Cl. The Y is -3.45 log mol/L. (7) The molecule is O=[N+]([O-])OCC(CO[N+](=O)[O-])(CO[N+](=O)[O-])CO[N+](=O)[O-]. The Y is -3.87 log mol/L. (8) The drug is NC(=O)NN=C[C@H](O)[C@@H](O)[C@H](O)[C@H](O)CO. The Y is -1.00 log mol/L.